Dataset: Full USPTO retrosynthesis dataset with 1.9M reactions from patents (1976-2016). Task: Predict the reactants needed to synthesize the given product. Given the product [CH3:29][S:25]([C:3]1[S:4][C:5]2[C:10]([N:11]=1)=[CH:9][CH:8]=[C:7]([C:12]1[CH:13]=[C:14]([CH:20]=[CH:21][CH:22]=1)[C:15]([O:17][CH2:18][CH3:19])=[O:16])[N:6]=2)(=[O:27])=[O:24], predict the reactants needed to synthesize it. The reactants are: CS[C:3]1[S:4][C:5]2[C:10]([N:11]=1)=[CH:9][CH:8]=[C:7]([C:12]1[CH:13]=[C:14]([CH:20]=[CH:21][CH:22]=1)[C:15]([O:17][CH2:18][CH3:19])=[O:16])[N:6]=2.O[O:24][S:25]([O-:27])=O.[K+].[CH2:29]1COCC1.